Dataset: Forward reaction prediction with 1.9M reactions from USPTO patents (1976-2016). Task: Predict the product of the given reaction. (1) Given the reactants [OH:1][C:2]1[CH:7]=[C:6]([CH2:8][NH:9]/[CH:10]=[C:11]2\[C:12](=[O:23])[NH:13][C:14](=[O:22])[C:15]3[C:20]\2=[CH:19][C:18]([I:21])=[CH:17][CH:16]=3)[CH:5]=[CH:4][C:3]=1[NH:24][C:25](=[O:32])[C:26]1C=CC=C[CH:27]=1.NC1C=CC(CN/C=C2\C(=O)N[C:44](=[O:52])[C:45]3C\2=CC(I)=[CH:47][CH:46]=3)=CC=1O[Si](C(C)C)(C(C)C)C(C)C.[C:67](OC(=O)/C=C/C)(=O)/C=C/C, predict the reaction product. The product is: [C:44]([O:1][C:2]1[CH:7]=[C:6]([CH2:8][NH:9]/[CH:10]=[C:11]2\[C:12](=[O:23])[NH:13][C:14](=[O:22])[C:15]3[C:20]\2=[CH:19][C:18]([I:21])=[CH:17][CH:16]=3)[CH:5]=[CH:4][C:3]=1[NH:24][C:25](=[O:32])/[CH:26]=[CH:27]/[CH3:67])(=[O:52])/[CH:45]=[CH:46]/[CH3:47]. (2) Given the reactants [OH-].[Na+].[NH2:3][S:4]([C:7]1[CH:12]=[CH:11][C:10]([CH2:13][NH:14][C:15]([C:17]2[CH:18]=[N:19][C:20]3[C:25]([C:26]=2[NH:27][C:28]2[CH:29]=[C:30]([CH:36]=[CH:37][CH:38]=2)[C:31]([O:33]CC)=[O:32])=[CH:24][CH:23]=[C:22]([C:39]2[C:40]([CH3:45])=[N:41][O:42][C:43]=2[CH3:44])[CH:21]=3)=[O:16])=[CH:9][CH:8]=1)(=[O:6])=[O:5], predict the reaction product. The product is: [NH2:3][S:4]([C:7]1[CH:12]=[CH:11][C:10]([CH2:13][NH:14][C:15]([C:17]2[CH:18]=[N:19][C:20]3[C:25]([C:26]=2[NH:27][C:28]2[CH:29]=[C:30]([CH:36]=[CH:37][CH:38]=2)[C:31]([OH:33])=[O:32])=[CH:24][CH:23]=[C:22]([C:39]2[C:40]([CH3:45])=[N:41][O:42][C:43]=2[CH3:44])[CH:21]=3)=[O:16])=[CH:9][CH:8]=1)(=[O:6])=[O:5]. (3) Given the reactants Cl[C:2]1[CH:7]=[C:6]([CH:8]([CH3:10])[CH3:9])[N:5]=[C:4]([NH2:11])[N:3]=1.[CH3:12][N:13]1[CH2:18][CH2:17][NH:16][CH2:15][CH2:14]1, predict the reaction product. The product is: [CH:8]([C:6]1[CH:7]=[C:2]([N:16]2[CH2:17][CH2:18][N:13]([CH3:12])[CH2:14][CH2:15]2)[N:3]=[C:4]([NH2:11])[N:5]=1)([CH3:10])[CH3:9]. (4) Given the reactants [C:1]([C:4]1[O:5][CH:6]=[CH:7][CH:8]=1)(=[O:3])[CH3:2].[O-]CC.[Na+].[CH2:13]([O:15][C:16](=[O:22])[C:17](OCC)=[O:18])[CH3:14], predict the reaction product. The product is: [CH2:13]([O:15][C:16](=[O:22])[C:17](=[O:18])[CH2:2][C:1]([C:4]1[O:5][CH:6]=[CH:7][CH:8]=1)=[O:3])[CH3:14]. (5) Given the reactants [OH:1]O.[O:3]=[C:4]1[C:12]2[C:7](=[CH:8][CH:9]=[CH:10][CH:11]=2)[C:6](=[O:13])[N:5]1[CH2:14][C:15]1[CH:20]=[C:19](B(O)O)[C:18]([F:24])=[CH:17][N:16]=1, predict the reaction product. The product is: [F:24][C:18]1[C:19]([OH:1])=[CH:20][C:15]([CH2:14][N:5]2[C:4](=[O:3])[C:12]3[C:7](=[CH:8][CH:9]=[CH:10][CH:11]=3)[C:6]2=[O:13])=[N:16][CH:17]=1.